Dataset: Reaction yield outcomes from USPTO patents with 853,638 reactions. Task: Predict the reaction yield, written as a fraction of the theoretical maximum amount of product (1.0 means a 100% yield; for example, 0.34 means a 34% yield). (1) The reactants are C(OC([N:8]1[CH2:12][CH2:11][CH2:10][CH:9]1[CH2:13][C:14]1[O:18][N:17]=[C:16]([C:19]2[CH:24]=[CH:23][C:22]([F:25])=[CH:21][CH:20]=2)[N:15]=1)=O)(C)(C)C.[ClH:26]. No catalyst specified. The product is [ClH:26].[F:25][C:22]1[CH:23]=[CH:24][C:19]([C:16]2[N:15]=[C:14]([CH2:13][CH:9]3[CH2:10][CH2:11][CH2:12][NH:8]3)[O:18][N:17]=2)=[CH:20][CH:21]=1. The yield is 1.00. (2) The reactants are [Br:1][C:2]1[CH:7]=[CH:6][C:5]([C:8]([C:10]2[CH:15]=[CH:14][C:13]([OH:16])=[CH:12][CH:11]=2)=O)=[CH:4][CH:3]=1.[C:17]1(=O)[CH2:21][CH2:20][CH2:19][CH2:18]1.O. The catalyst is C1COCC1.[Zn].Cl[Ti](Cl)(Cl)Cl. The product is [Br:1][C:2]1[CH:7]=[CH:6][C:5]([C:8](=[C:17]2[CH2:21][CH2:20][CH2:19][CH2:18]2)[C:10]2[CH:15]=[CH:14][C:13]([OH:16])=[CH:12][CH:11]=2)=[CH:4][CH:3]=1. The yield is 0.810. (3) The reactants are [CH2:1]([OH:5])[CH2:2][CH2:3][OH:4].[SH:6][CH:7]([C:11]1[CH:16]=[CH:15][CH:14]=[CH:13][CH:12]=1)[C:8](O)=[O:9].S(=O)(=O)(O)O. The catalyst is O.C1(C)C=CC=CC=1. The product is [SH:6][CH:7]([C:11]1[CH:16]=[CH:15][CH:14]=[CH:13][CH:12]=1)[C:8]([O:4][CH2:3][CH2:2][CH2:1][O:5][C:8](=[O:9])[CH:7]([SH:6])[C:11]1[CH:16]=[CH:15][CH:14]=[CH:13][CH:12]=1)=[O:9]. The yield is 0.990. (4) The reactants are C(NC(C)C)(C)C.C([Li])CCC.[F:13][C:14]1[CH:23]=[C:22]2[C:17]([CH:18]=[CH:19][C:20]([CH3:24])=[N:21]2)=[CH:16][CH:15]=1.[C:25](O[C:25]([O:27][C:28]([CH3:31])([CH3:30])[CH3:29])=[O:26])([O:27][C:28]([CH3:31])([CH3:30])[CH3:29])=[O:26]. The catalyst is C1COCC1.CC(=O)OCC.O. The product is [F:13][C:14]1[CH:23]=[C:22]2[C:17]([CH:18]=[CH:19][C:20]([CH2:24][C:25]([O:27][C:28]([CH3:31])([CH3:30])[CH3:29])=[O:26])=[N:21]2)=[CH:16][CH:15]=1. The yield is 0.487.